Dataset: Forward reaction prediction with 1.9M reactions from USPTO patents (1976-2016). Task: Predict the product of the given reaction. Given the reactants [F:1][C:2]1[C:34]([NH:35][CH3:36])=[CH:33][CH:32]=[CH:31][C:3]=1[C:4]([NH:6][C:7]1[C:12]([C:13]([F:16])([F:15])[F:14])=[CH:11][C:10]([C:17]([F:29])([C:22]([F:28])([F:27])[C:23]([F:26])([F:25])[F:24])[C:18]([F:21])([F:20])[F:19])=[CH:9][C:8]=1[I:30])=[O:5].[Cl:37][C:38]([Cl:45])([Cl:44])[CH2:39][O:40][C:41](Cl)=[O:42], predict the reaction product. The product is: [F:1][C:2]1[C:3]([C:4](=[O:5])[NH:6][C:7]2[C:12]([C:13]([F:16])([F:15])[F:14])=[CH:11][C:10]([C:17]([F:29])([C:22]([F:27])([F:28])[C:23]([F:24])([F:25])[F:26])[C:18]([F:20])([F:21])[F:19])=[CH:9][C:8]=2[I:30])=[CH:31][CH:32]=[CH:33][C:34]=1[N:35]([CH3:36])[C:41](=[O:42])[O:40][CH2:39][C:38]([Cl:45])([Cl:44])[Cl:37].